This data is from Catalyst prediction with 721,799 reactions and 888 catalyst types from USPTO. The task is: Predict which catalyst facilitates the given reaction. (1) Reactant: [C:1]([O:4][C@@H:5]1[C@@H:10]([O:11][C:12](=[O:14])[CH3:13])[C@H:9]([O:15][C:16](=[O:18])[CH3:17])[C@@H:8]([CH2:19][O:20][C:21](=[O:23])[CH3:22])[O:7][C@H:6]1[O:24][C:25]1[CH:30]=[CH:29][CH:28]=[C:27]([OH:31])[C:26]=1[C:32](=[O:34])[CH3:33])(=[O:3])[CH3:2].C(=O)([O-])[O-].[K+].[K+].Br[CH2:42][C:43]([O:45][CH3:46])=[O:44].O. Product: [C:1]([O:4][C@@H:5]1[C@@H:10]([O:11][C:12](=[O:14])[CH3:13])[C@H:9]([O:15][C:16](=[O:18])[CH3:17])[C@@H:8]([CH2:19][O:20][C:21](=[O:23])[CH3:22])[O:7][C@H:6]1[O:24][C:25]1[CH:30]=[CH:29][CH:28]=[C:27]([O:31][CH2:42][C:43]([O:45][CH3:46])=[O:44])[C:26]=1[C:32](=[O:34])[CH3:33])(=[O:3])[CH3:2]. The catalyst class is: 9. (2) Reactant: [CH3:1][NH:2][CH2:3][CH2:4][CH2:5][O:6][C:7]1[CH:12]=[C:11]([N+:13]([O-:15])=[O:14])[CH:10]=[CH:9][C:8]=1[N:16]1[CH:20]=[N:19][C:18]([CH3:21])=[N:17]1.C(N(C(C)C)CC)(C)C.[Cl:31][C:32]1[N:33]=[C:34](Cl)[C:35]2[CH2:40][CH2:39][CH:38]([C:41]3[CH:46]=[CH:45][CH:44]=[CH:43][CH:42]=3)[C:36]=2[N:37]=1. Product: [Cl:31][C:32]1[N:33]=[C:34]([N:2]([CH3:1])[CH2:3][CH2:4][CH2:5][O:6][C:7]2[CH:12]=[C:11]([N+:13]([O-:15])=[O:14])[CH:10]=[CH:9][C:8]=2[N:16]2[CH:20]=[N:19][C:18]([CH3:21])=[N:17]2)[C:35]2[CH2:40][CH2:39][CH:38]([C:41]3[CH:46]=[CH:45][CH:44]=[CH:43][CH:42]=3)[C:36]=2[N:37]=1. The catalyst class is: 10. (3) Reactant: S(Cl)([Cl:3])=O.[Cl:5][C:6]1[S:10][N:9]=[C:8]([CH3:11])[C:7]=1[CH2:12]O. Product: [Cl:3][CH2:12][C:7]1[C:8]([CH3:11])=[N:9][S:10][C:6]=1[Cl:5]. The catalyst class is: 22. (4) Reactant: [CH2:1]([O:8][C:9]1[CH:10]=[C:11]2[C:15](=[CH:16][C:17]=1[O:18][CH3:19])[NH:14][CH:13]=[C:12]2[CH2:20][C:21]([OH:23])=O)[C:2]1[CH:7]=[CH:6][CH:5]=[CH:4][CH:3]=1.CN1CCOCC1.CN(C(ON1N=NC2C=CC=NC1=2)=[N+](C)C)C.F[P-](F)(F)(F)(F)F.[F:55][C:56]1[CH:57]=[C:58]([CH2:63][C@@H:64]([C:66]2[C:71]([C:72]3[CH:77]=[CH:76][C:75]([O:78][CH3:79])=[CH:74][CH:73]=3)=[CH:70][CH:69]=[CH:68][N:67]=2)[NH2:65])[CH:59]=[C:60]([F:62])[CH:61]=1. Product: [CH2:1]([O:8][C:9]1[CH:10]=[C:11]2[C:15](=[CH:16][C:17]=1[O:18][CH3:19])[NH:14][CH:13]=[C:12]2[CH2:20][C:21]([NH:65][C@H:64]([C:66]1[C:71]([C:72]2[CH:73]=[CH:74][C:75]([O:78][CH3:79])=[CH:76][CH:77]=2)=[CH:70][CH:69]=[CH:68][N:67]=1)[CH2:63][C:58]1[CH:59]=[C:60]([F:62])[CH:61]=[C:56]([F:55])[CH:57]=1)=[O:23])[C:2]1[CH:3]=[CH:4][CH:5]=[CH:6][CH:7]=1. The catalyst class is: 3. (5) Reactant: C([O:3][C:4](=[O:37])[CH:5]([C:10]1[CH:11]=[C:12]([C:27]2[CH:32]=[CH:31][C:30]([C:33]([F:36])([F:35])[F:34])=[CH:29][CH:28]=2)[CH:13]=[C:14]([CH:16]2[CH2:21][CH2:20][CH2:19][N:18]([CH:22]([CH2:25][CH3:26])[CH2:23][CH3:24])[CH2:17]2)[CH:15]=1)[CH2:6][CH:7]([CH3:9])[CH3:8])C.[OH-].[K+]. Product: [CH2:23]([CH:22]([N:18]1[CH2:19][CH2:20][CH2:21][CH:16]([C:14]2[CH:15]=[C:10]([CH:5]([CH2:6][CH:7]([CH3:9])[CH3:8])[C:4]([OH:37])=[O:3])[CH:11]=[C:12]([C:27]3[CH:28]=[CH:29][C:30]([C:33]([F:36])([F:34])[F:35])=[CH:31][CH:32]=3)[CH:13]=2)[CH2:17]1)[CH2:25][CH3:26])[CH3:24]. The catalyst class is: 14.